Dataset: Peptide-MHC class I binding affinity with 185,985 pairs from IEDB/IMGT. Task: Regression. Given a peptide amino acid sequence and an MHC pseudo amino acid sequence, predict their binding affinity value. This is MHC class I binding data. (1) The peptide sequence is TVGYMYIMK. The MHC is HLA-A02:01 with pseudo-sequence HLA-A02:01. The binding affinity (normalized) is 0.0847. (2) The peptide sequence is EYRKILRQR. The MHC is HLA-B44:03 with pseudo-sequence HLA-B44:03. The binding affinity (normalized) is 0. (3) The peptide sequence is VMLLDIDYF. The MHC is HLA-B08:01 with pseudo-sequence HLA-B08:01. The binding affinity (normalized) is 0.122. (4) The peptide sequence is QPQQSPQFF. The MHC is HLA-A30:01 with pseudo-sequence HLA-A30:01. The binding affinity (normalized) is 0.0847. (5) The peptide sequence is ICFWSTLFFT. The MHC is HLA-A02:06 with pseudo-sequence HLA-A02:06. The binding affinity (normalized) is 0.0332. (6) The peptide sequence is SNFTSTTVK. The MHC is HLA-B42:01 with pseudo-sequence HLA-B42:01. The binding affinity (normalized) is 0.